From a dataset of Full USPTO retrosynthesis dataset with 1.9M reactions from patents (1976-2016). Predict the reactants needed to synthesize the given product. Given the product [OH:21][CH:13]([CH2:14][C:15]1[CH:20]=[CH:19][CH:18]=[CH:17][CH:16]=1)/[CH:12]=[CH:11]/[C@@H:10]1[N:6]([CH2:5][CH2:4][CH2:3][CH2:2][S:33][Si:26]([CH:27]([CH3:29])[CH3:28])([CH:30]([CH3:32])[CH3:31])[CH:23]([CH3:24])[CH3:25])[C:7](=[O:22])[CH2:8][CH2:9]1, predict the reactants needed to synthesize it. The reactants are: Cl[CH2:2][CH2:3][CH2:4][CH2:5][N:6]1[C@@H:10](/[CH:11]=[CH:12]/[CH:13]([OH:21])[CH2:14][C:15]2[CH:20]=[CH:19][CH:18]=[CH:17][CH:16]=2)[CH2:9][CH2:8][C:7]1=[O:22].[CH:23]([Si:26]([S:33][Si](C(C)C)(C(C)C)C(C)C)([CH:30]([CH3:32])[CH3:31])[CH:27]([CH3:29])[CH3:28])([CH3:25])[CH3:24].[H-].[Na+].O.